Dataset: Forward reaction prediction with 1.9M reactions from USPTO patents (1976-2016). Task: Predict the product of the given reaction. Given the reactants [Br:1][C:2]1[CH:7]=[CH:6][C:5]([C:8]#[N:9])=[C:4]([CH3:10])[CH:3]=1.[OH-:11].[K+], predict the reaction product. The product is: [Br:1][C:2]1[CH:7]=[CH:6][C:5]([C:8]([NH2:9])=[O:11])=[C:4]([CH3:10])[CH:3]=1.